From a dataset of Catalyst prediction with 721,799 reactions and 888 catalyst types from USPTO. Predict which catalyst facilitates the given reaction. (1) Reactant: [F:1][C:2]([F:37])([F:36])[C:3]1[CH:4]=[C:5]([CH:13]([C:30]2[N:31]=[N:32][N:33]([CH3:35])[N:34]=2)N2C3C(=CC=C(C(F)(F)F)C=3)N[C@@H](CC)C2)[CH:6]=[C:7]([C:9]([F:12])([F:11])[F:10])[CH:8]=1.S(Cl)([Cl:40])=O.FC(F)(F)C1C=C(C(C2N=NN(C)N=2)O)C=C(C(F)(F)F)C=1. Product: [F:1][C:2]([F:37])([F:36])[C:3]1[CH:4]=[C:5]([CH:13]([Cl:40])[C:30]2[N:31]=[N:32][N:33]([CH3:35])[N:34]=2)[CH:6]=[C:7]([C:9]([F:12])([F:11])[F:10])[CH:8]=1. The catalyst class is: 2. (2) Reactant: [C:1]1(=O)[O:6][C:4](=[O:5])[C:3]2=[CH:7][CH:8]=[CH:9][CH:10]=[C:2]12.[NH2:12]C(N)=O.N#N.C(O)C. Product: [C:1]1(=[O:6])[NH:12][C:4](=[O:5])[C:3]2=[CH:7][CH:8]=[CH:9][CH:10]=[C:2]12. The catalyst class is: 400. (3) Reactant: [CH3:1][NH:2][C:3]1[S:4][CH:5]=[C:6]([C:8]2[CH:13]=[CH:12][CH:11]=[CH:10][CH:9]=2)[N:7]=1.[H-].[Na+].Br[CH2:17][CH2:18][CH2:19][O:20][C:21]1[CH:26]=[CH:25][C:24]([CH2:27][CH2:28][C:29]([O:31][CH2:32][CH3:33])=[O:30])=[CH:23][CH:22]=1.O. Product: [CH3:1][N:2]([C:3]1[S:4][CH:5]=[C:6]([C:8]2[CH:9]=[CH:10][CH:11]=[CH:12][CH:13]=2)[N:7]=1)[CH2:17][CH2:18][CH2:19][O:20][C:21]1[CH:26]=[CH:25][C:24]([CH2:27][CH2:28][C:29]([O:31][CH2:32][CH3:33])=[O:30])=[CH:23][CH:22]=1. The catalyst class is: 9. (4) Reactant: C([N:8]1[CH2:13][CH2:12][CH:11]([N:14]2[CH2:23][C:22]3[C:17](=[CH:18][C:19]([F:24])=[CH:20][CH:21]=3)[NH:16][C:15]2=[O:25])[CH2:10][CH2:9]1)C1C=CC=CC=1.C(OCC)C. Product: [F:24][C:19]1[CH:18]=[C:17]2[C:22]([CH2:23][N:14]([CH:11]3[CH2:12][CH2:13][NH:8][CH2:9][CH2:10]3)[C:15](=[O:25])[NH:16]2)=[CH:21][CH:20]=1. The catalyst class is: 29. (5) Reactant: [O:1]1[CH:5]=[N:4][C:3]([CH2:6][N:7]2[CH2:12][CH2:11][N:10]([C:13]3[C:18]([Cl:19])=[CH:17][N:16]=[C:15]([NH2:20])[C:14]=3[N+:21]([O-])=O)[CH2:9][CH2:8]2)=[N:2]1.[CH3:24][N:25]1[CH:29]=[C:28]([CH:30]=O)[C:27]([CH3:32])=[N:26]1.[O-]S(S([O-])=O)=O.[Na+].[Na+]. Product: [Cl:19][C:18]1[C:13]([N:10]2[CH2:11][CH2:12][N:7]([CH2:6][C:3]3[N:4]=[CH:5][O:1][N:2]=3)[CH2:8][CH2:9]2)=[C:14]2[N:21]=[C:30]([C:28]3[C:27]([CH3:32])=[N:26][N:25]([CH3:24])[CH:29]=3)[NH:20][C:15]2=[N:16][CH:17]=1. The catalyst class is: 14. (6) Reactant: [CH2:1]([O:8][C:9]1[CH:14]=[CH:13][CH:12]=[CH:11][C:10]=1[C:15](=O)[CH3:16])[C:2]1[CH:7]=[CH:6][CH:5]=[CH:4][CH:3]=1.[CH:18]([CH:20]1[CH2:25][CH2:24][CH2:23][N:22]([C:26]([O:28][C:29]([CH3:32])([CH3:31])[CH3:30])=[O:27])[CH2:21]1)=O.[C:33]([CH2:35][C:36]([O:38][C:39]([CH3:42])([CH3:41])[CH3:40])=[O:37])#[N:34].C([O-])(=O)C.[NH4+:47]. Product: [NH2:34][C:33]1[N:47]=[C:15]([C:10]2[CH:11]=[CH:12][CH:13]=[CH:14][C:9]=2[O:8][CH2:1][C:2]2[CH:7]=[CH:6][CH:5]=[CH:4][CH:3]=2)[CH:16]=[C:18]([CH:20]2[CH2:25][CH2:24][CH2:23][N:22]([C:26]([O:28][C:29]([CH3:32])([CH3:31])[CH3:30])=[O:27])[CH2:21]2)[C:35]=1[C:36]([O:38][C:39]([CH3:42])([CH3:41])[CH3:40])=[O:37]. The catalyst class is: 57. (7) Reactant: [Cl:1][C:2]1[CH:3]=[C:4]([CH2:9][CH2:10][CH2:11][C:12]2[CH:13]=[CH:14][C:15]([N+:19]([O-])=O)=[C:16]([OH:18])[CH:17]=2)[CH:5]=[CH:6][C:7]=1[Cl:8]. Product: [NH2:19][C:15]1[CH:14]=[CH:13][C:12]([CH2:11][CH2:10][CH2:9][C:4]2[CH:5]=[CH:6][C:7]([Cl:8])=[C:2]([Cl:1])[CH:3]=2)=[CH:17][C:16]=1[OH:18]. The catalyst class is: 814.